This data is from Reaction yield outcomes from USPTO patents with 853,638 reactions. The task is: Predict the reaction yield, written as a fraction of the theoretical maximum amount of product (1.0 means a 100% yield; for example, 0.34 means a 34% yield). (1) The reactants are [F:1][C:2]([F:13])([F:12])[C:3]1[CH:8]=[CH:7][C:6](B(O)O)=[CH:5][CH:4]=1.[CH:14]1([S:19][C:20]2[CH:25]=[CH:24][CH:23]=[C:22](Br)[CH:21]=2)[CH2:18][CH2:17][CH2:16][CH2:15]1.C(=O)([O-])[O-].[Na+].[Na+].C1(C)C=CC=CC=1. The catalyst is [Pd].C1(P(C2C=CC=CC=2)C2C=CC=CC=2)C=CC=CC=1.C1(P(C2C=CC=CC=2)C2C=CC=CC=2)C=CC=CC=1.C1(P(C2C=CC=CC=2)C2C=CC=CC=2)C=CC=CC=1.C1(P(C2C=CC=CC=2)C2C=CC=CC=2)C=CC=CC=1.O.C(O)C. The product is [CH:14]1([S:19][C:20]2[CH:25]=[CH:24][CH:23]=[C:22]([C:6]3[CH:7]=[CH:8][C:3]([C:2]([F:13])([F:12])[F:1])=[CH:4][CH:5]=3)[CH:21]=2)[CH2:15][CH2:16][CH2:17][CH2:18]1. The yield is 0.780. (2) The reactants are C(C1N=C([N:9]([C:38]2[S:39][CH:40]=[C:41]([C:43](=[O:46])[CH2:44][CH3:45])[N:42]=2)[C:10](=[O:37])[C@@H:11]([N:20]2[C:24](=[O:25])[C@@H:23]([C:26]3[CH:35]=[CH:34][C:29]4[O:30][CH2:31][CH2:32][O:33][C:28]=4[CH:27]=3)[NH:22][C:21]2=[O:36])[C@H:12]([C:14]2[CH:19]=[CH:18][CH:17]=[CH:16][CH:15]=2)[CH3:13])SC=1)(=O)C.CO.[BH4-].[Na+].P([O-])([O-])(O)=O.[K+].[K+]. The catalyst is [Cl-].[Na+].O. The product is [O:30]1[C:29]2[CH:34]=[CH:35][C:26]([C@@H:23]3[C:24](=[O:25])[N:20]([C@@H:11]([C@H:12]([C:14]4[CH:15]=[CH:16][CH:17]=[CH:18][CH:19]=4)[CH3:13])[C:10]([NH:9][C:38]4[S:39][CH:40]=[C:41]([CH:43]([OH:46])[CH2:44][CH3:45])[N:42]=4)=[O:37])[C:21](=[O:36])[NH:22]3)=[CH:27][C:28]=2[O:33][CH2:32][CH2:31]1. The yield is 0.730. (3) The reactants are NN.[Cl:3][C:4]1[S:8][C:7]([C:9]([NH:11][C@@H:12]([CH2:25][C:26]2[CH:31]=[CH:30][CH:29]=[C:28]([F:32])[CH:27]=2)[CH2:13][N:14]2C(=O)C3C(=CC=CC=3)C2=O)=[O:10])=[CH:6][C:5]=1[C:33]1[N:37]([CH2:38][CH3:39])[N:36]=[CH:35][C:34]=1[Cl:40]. The catalyst is CO. The product is [NH2:14][CH2:13][C@@H:12]([NH:11][C:9]([C:7]1[S:8][C:4]([Cl:3])=[C:5]([C:33]2[N:37]([CH2:38][CH3:39])[N:36]=[CH:35][C:34]=2[Cl:40])[CH:6]=1)=[O:10])[CH2:25][C:26]1[CH:31]=[CH:30][CH:29]=[C:28]([F:32])[CH:27]=1. The yield is 0.675. (4) The catalyst is CN(C)C1C=CN=CC=1.ClCCl.CCCCCC. The reactants are [Cl:1][C:2]1[CH:7]=[CH:6][C:5]([S:8]([CH:11]([C:20]2[CH:25]=[C:24]([F:26])[CH:23]=[CH:22][C:21]=2[F:27])[C:12]2[N:17]=[CH:16][C:15]([CH2:18][NH2:19])=[CH:14][CH:13]=2)(=[O:10])=[O:9])=[CH:4][CH:3]=1.C(N(CC)CC)C.Cl.C(N=C=NCCCN(C)C)C.[CH3:47][N:48]([CH3:53])[CH2:49][C:50](O)=[O:51]. The yield is 0.580. The product is [Cl:1][C:2]1[CH:7]=[CH:6][C:5]([S:8]([CH:11]([C:20]2[CH:25]=[C:24]([F:26])[CH:23]=[CH:22][C:21]=2[F:27])[C:12]2[N:17]=[CH:16][C:15]([CH2:18][NH:19][C:50](=[O:51])[CH2:49][N:48]([CH3:53])[CH3:47])=[CH:14][CH:13]=2)(=[O:10])=[O:9])=[CH:4][CH:3]=1. (5) The reactants are [OH:1][C:2]1[C:7]2[C@@:8]3([OH:45])[C@@:21]([O:25][CH3:26])([C@H:22]([OH:24])[CH2:23][C:6]=2[CH:5]=[C:4]([CH3:46])[C:3]=1[C:47]([O:49][CH3:50])=[O:48])[C:20](=[O:27])[C:19]1[C:10](=[CH:11][C:12]2[C:13](=[O:43])[C:14]([NH:30][C@@H:31]4[C@H:36]([O:37][CH3:38])[C@H:35]([OH:39])[C@@H:34]([O:40][CH3:41])[C@H:33]([CH3:42])[O:32]4)=[CH:15][C:16](=[O:29])[C:17]=2[C:18]=1[OH:28])[C:9]3=[O:44].C(=O)([O-])[O-].[K+].[K+].Br[CH2:58][C:59]([O:61][CH2:62][C:63]1[CH:68]=[CH:67][CH:66]=[CH:65][CH:64]=1)=[O:60]. No catalyst specified. The product is [CH2:62]([O:61][C:59](=[O:60])[CH2:58][O:1][C:2]1[C:7]2[C@@:8]3([OH:45])[C@@:21]([O:25][CH3:26])([C@H:22]([OH:24])[CH2:23][C:6]=2[CH:5]=[C:4]([CH3:46])[C:3]=1[C:47]([O:49][CH3:50])=[O:48])[C:20](=[O:27])[C:19]1[C:10](=[CH:11][C:12]2[C:13](=[O:43])[C:14]([NH:30][C@@H:31]4[C@H:36]([O:37][CH3:38])[C@H:35]([OH:39])[C@@H:34]([O:40][CH3:41])[C@H:33]([CH3:42])[O:32]4)=[CH:15][C:16](=[O:29])[C:17]=2[C:18]=1[OH:28])[C:9]3=[O:44])[C:63]1[CH:68]=[CH:67][CH:66]=[CH:65][CH:64]=1. The yield is 0.510. (6) The reactants are Br[C:2]1[CH:3]=[C:4]([CH:7]=[C:8]([F:10])[CH:9]=1)[CH2:5][OH:6].[C:11]([C:15]1[CH:19]=[C:18]([NH2:20])[NH:17][N:16]=1)([CH3:14])([CH3:13])[CH3:12].C(=O)([O-])[O-].[K+].[K+]. The catalyst is [Cu]I. The product is [NH2:20][C:18]1[N:17]([C:2]2[CH:3]=[C:4]([CH2:5][OH:6])[CH:7]=[C:8]([F:10])[CH:9]=2)[N:16]=[C:15]([C:11]([CH3:14])([CH3:13])[CH3:12])[CH:19]=1. The yield is 0.240.